Dataset: M1 muscarinic receptor antagonist screen with 61,756 compounds. Task: Binary Classification. Given a drug SMILES string, predict its activity (active/inactive) in a high-throughput screening assay against a specified biological target. (1) The drug is O=C1N(C(CC1)C(=O)NCCN(CC(C)C)CC(C)C)Cc1ccc(cc1)C. The result is 0 (inactive). (2) The drug is FC(F)(F)C1n2[nH]c(cc2=NC(C1)c1occc1)C(=O)Nc1ccc(OCC)cc1. The result is 0 (inactive). (3) The compound is OC1(N(O)C(=NC1(C)C)C(=O)c1ccccc1)C. The result is 0 (inactive). (4) The molecule is S(=O)(=O)(N1CCC(CC1)C(=O)N1CCCc2c1cccc2)Cc1ccccc1. The result is 0 (inactive). (5) The drug is Fc1ccc(n2c(cc(c(c2=O)C(O)=O)C)C)cc1. The result is 0 (inactive).